From a dataset of Forward reaction prediction with 1.9M reactions from USPTO patents (1976-2016). Predict the product of the given reaction. (1) Given the reactants [Cl:1][C:2]1[CH:3]=[C:4]2[C:9](=[CH:10][CH:11]=1)[CH:8]=[C:7]([C:12]1[C:20]3[C:15](=[CH:16][CH:17]=[C:18]([C:21]#[N:22])[CH:19]=3)[N:14](C3CCCCO3)[N:13]=1)[CH:6]=[CH:5]2.[ClH:29].[CH2:30]([OH:32])[CH3:31], predict the reaction product. The product is: [ClH:1].[ClH:29].[CH2:30]([O:32][C:21]([C:18]1[CH:19]=[C:20]2[C:15](=[CH:16][CH:17]=1)[NH:14][N:13]=[C:12]2[C:7]1[CH:6]=[CH:5][C:4]2[C:9](=[CH:10][CH:11]=[C:2]([Cl:1])[CH:3]=2)[CH:8]=1)=[NH:22])[CH3:31]. (2) The product is: [Cl:17][C:11]1[CH:12]=[C:13]([Cl:16])[CH:14]=[CH:15][C:10]=1[C:6]1[C:7]([C:8]#[N:9])=[C:2]([NH:25][CH2:21][CH:22]([CH3:24])[CH3:23])[C:3]2[N:4]([CH:18]=[CH:19][N:20]=2)[CH:5]=1. Given the reactants Cl[C:2]1[C:3]2[N:4]([CH:18]=[CH:19][N:20]=2)[CH:5]=[C:6]([C:10]2[CH:15]=[CH:14][C:13]([Cl:16])=[CH:12][C:11]=2[Cl:17])[C:7]=1[C:8]#[N:9].[CH2:21]([NH2:25])[CH:22]([CH3:24])[CH3:23], predict the reaction product. (3) Given the reactants [N:1]1([C:6]2([C:10]#N)COC2)[CH2:5][CH2:4][CH2:3]C1.[C:12]1(=O)[CH2:15][CH2:14][CH2:13]1.[NH:17]1CCCC[CH2:18]1, predict the reaction product. The product is: [N:1]1([C:12]2([C:18]#[N:17])[CH2:15][CH2:14][CH2:13]2)[CH2:5][CH2:4][CH2:3][CH2:10][CH2:6]1. (4) The product is: [Cl:3][C:4]1[CH:5]=[CH:6][C:7]([S:10]([C:11]2[CH:16]=[CH:15][C:14]([N+:17]([O-:19])=[O:18])=[CH:13][CH:12]=2)(=[O:22])=[O:24])=[CH:8][CH:9]=1. Given the reactants OO.[Cl:3][C:4]1[CH:9]=[CH:8][C:7]([S:10][C:11]2[CH:16]=[CH:15][C:14]([N+:17]([O-:19])=[O:18])=[CH:13][CH:12]=2)=[CH:6][CH:5]=1.C(O)(=[O:22])C.[OH2:24], predict the reaction product. (5) Given the reactants C[O:2][C:3]([C:5]1[C:13]([NH:14][C:15]2[CH:20]=[CH:19][C:18]([Br:21])=[CH:17][C:16]=2[CH3:22])=[C:12]([F:23])[C:8]2[NH:9][CH:10]=[N:11][C:7]=2[CH:6]=1)=[O:4].[OH-].[Na+].Cl, predict the reaction product. The product is: [F:23][C:12]1[C:8]2[NH:9][CH:10]=[N:11][C:7]=2[CH:6]=[C:5]([C:3]([OH:4])=[O:2])[C:13]=1[NH:14][C:15]1[CH:20]=[CH:19][C:18]([Br:21])=[CH:17][C:16]=1[CH3:22]. (6) Given the reactants [C:1]([CH:3]1[CH2:8][CH2:7][N:6]([C:9]([N:11]2[CH2:16][CH:15]([C:17]3[CH:22]=[CH:21][C:20]([C:23]([F:26])([F:25])[F:24])=[CH:19][CH:18]=3)[CH2:14][CH:13]([C:27](O)=[O:28])[CH2:12]2)=[O:10])[CH2:5][CH2:4]1)#[N:2].O[NH:31][C:32](=[NH:40])[CH2:33][C:34]1[CH:39]=[CH:38][CH:37]=[CH:36][CH:35]=1, predict the reaction product. The product is: [CH2:33]([C:32]1[N:40]=[C:27]([CH:13]2[CH2:14][CH:15]([C:17]3[CH:22]=[CH:21][C:20]([C:23]([F:26])([F:24])[F:25])=[CH:19][CH:18]=3)[CH2:16][N:11]([C:9]([N:6]3[CH2:7][CH2:8][CH:3]([C:1]#[N:2])[CH2:4][CH2:5]3)=[O:10])[CH2:12]2)[O:28][N:31]=1)[C:34]1[CH:39]=[CH:38][CH:37]=[CH:36][CH:35]=1. (7) Given the reactants [CH2:1]([N:8]1[CH:12]=[C:11]([C:13](OCC)=[O:14])[C:10]([O:18][CH2:19][C:20]2[CH:25]=[CH:24][C:23]([O:26][CH2:27][C:28]3[N:29]=[C:30]([C:34]4[CH:39]=[CH:38][CH:37]=[CH:36][CH:35]=4)[O:31][C:32]=3[CH3:33])=[CH:22][CH:21]=2)=[N:9]1)[C:2]1[CH:7]=[CH:6][CH:5]=[CH:4][CH:3]=1.[H-].[Al+3].[Li+].[H-].[H-].[H-].O.O.O.O.O.O.O.O.O.O.S([O-])([O-])(=O)=O.[Na+].[Na+], predict the reaction product. The product is: [CH2:1]([N:8]1[CH:12]=[C:11]([CH2:13][OH:14])[C:10]([O:18][CH2:19][C:20]2[CH:25]=[CH:24][C:23]([O:26][CH2:27][C:28]3[N:29]=[C:30]([C:34]4[CH:35]=[CH:36][CH:37]=[CH:38][CH:39]=4)[O:31][C:32]=3[CH3:33])=[CH:22][CH:21]=2)=[N:9]1)[C:2]1[CH:7]=[CH:6][CH:5]=[CH:4][CH:3]=1. (8) Given the reactants [C:1]1([CH2:7][O:8][CH2:9][C:10](=[O:13])[CH:11]=[CH2:12])[CH:6]=[CH:5][CH:4]=[CH:3][CH:2]=1.[CH2:14]([NH:21][CH:22]([CH2:27]OC)[Si](C)(C)C)[C:15]1[CH:20]=[CH:19][CH:18]=[CH:17][CH:16]=1.FC(F)(F)C(O)=O, predict the reaction product. The product is: [CH2:7]([O:8][CH2:9][C:10]([CH:11]1[CH2:27][CH2:22][N:21]([CH2:14][C:15]2[CH:20]=[CH:19][CH:18]=[CH:17][CH:16]=2)[CH2:12]1)=[O:13])[C:1]1[CH:6]=[CH:5][CH:4]=[CH:3][CH:2]=1. (9) Given the reactants C1C(=O)N([Br:8])C(=O)C1.[CH2:9]([NH:11][C:12](=[O:14])[O-:13])[CH3:10].[CH3:15][C:16]1[CH:17]=[CH:18][C:19]2[CH:20]([CH3:28])[CH:21]3[CH2:25][NH:24][CH2:23][CH:22]3[C:26]=2[CH:27]=1, predict the reaction product. The product is: [CH2:9]([NH:11][C:12](=[O:13])[O-:14])[CH3:10].[CH3:15][C:16]1[C:17]([Br:8])=[CH:18][C:19]2[CH:20]([CH3:28])[CH:21]3[CH2:25][NH:24][CH2:23][CH:22]3[C:26]=2[CH:27]=1. (10) Given the reactants [C:1]([O:5][C:6]([N:8]1[CH2:12][CH2:11][CH2:10][C@H:9]1[C:13]#[CH:14])=[O:7])([CH3:4])([CH3:3])[CH3:2].[C:15]1([N:21]=[N+:22]=[N-:23])[CH:20]=[CH:19][CH:18]=[CH:17][CH:16]=1, predict the reaction product. The product is: [C:1]([O:5][C:6]([N:8]1[CH2:12][CH2:11][CH2:10][C@H:9]1[C:13]1[N:23]=[N:22][N:21]([C:15]2[CH:20]=[CH:19][CH:18]=[CH:17][CH:16]=2)[CH:14]=1)=[O:7])([CH3:4])([CH3:3])[CH3:2].